Dataset: Peptide-MHC class I binding affinity with 185,985 pairs from IEDB/IMGT. Task: Regression. Given a peptide amino acid sequence and an MHC pseudo amino acid sequence, predict their binding affinity value. This is MHC class I binding data. (1) The peptide sequence is KLARASFIEV. The MHC is HLA-A02:03 with pseudo-sequence HLA-A02:03. The binding affinity (normalized) is 0.723. (2) The peptide sequence is PILPKLFIL. The MHC is HLA-A02:11 with pseudo-sequence HLA-A02:11. The binding affinity (normalized) is 0.593. (3) The peptide sequence is YYKKTFSAL. The MHC is HLA-C04:01 with pseudo-sequence HLA-C04:01. The binding affinity (normalized) is 0.213. (4) The peptide sequence is WPLVNFHIL. The MHC is HLA-C04:01 with pseudo-sequence HLA-C04:01. The binding affinity (normalized) is 0.213. (5) The peptide sequence is VLDMGDPVK. The MHC is HLA-A02:01 with pseudo-sequence HLA-A02:01. The binding affinity (normalized) is 0.0847. (6) The peptide sequence is GLNRRVAEDL. The MHC is Patr-A0701 with pseudo-sequence Patr-A0701. The binding affinity (normalized) is 0.0190.